From a dataset of Forward reaction prediction with 1.9M reactions from USPTO patents (1976-2016). Predict the product of the given reaction. (1) The product is: [Br:5][C:6]1[CH:7]=[CH:8][C:9]([S:12]([N:15]([CH2:17][C:18]2[S:19][CH:20]=[C:27]([C:26]([N:28]3[C:31]4[C:35](=[CH:36][CH:37]=[CH:42][CH:32]=4)[CH2:34][CH2:30][CH2:29]3)=[O:2])[N:22]=2)[CH3:16])(=[O:13])=[O:14])=[CH:10][CH:11]=1. Given the reactants S(Cl)(Cl)=[O:2].[Br:5][C:6]1[CH:11]=[CH:10][C:9]([S:12]([N:15]([CH2:17][C:18]2(C(O)=O)[NH:22]C=[CH:20][S:19]2)[CH3:16])(=[O:14])=[O:13])=[CH:8][CH:7]=1.[CH2:26]([N:28]([CH2:31][CH3:32])[CH2:29][CH3:30])[CH3:27].N1[C:42]2[C:37](=CC=CC=2)[CH2:36][CH2:35][CH2:34]1, predict the reaction product. (2) The product is: [Cl:1][C:2]1[C:3]([CH3:22])=[C:4]([S:8]([NH:11][CH2:12][C:13]2[CH:14]=[C:15]([CH:19]=[CH:20][CH:21]=2)[C:16]([N:29]([CH2:30][CH3:31])[CH2:27][CH3:28])=[O:18])(=[O:9])=[O:10])[CH:5]=[CH:6][CH:7]=1. Given the reactants [Cl:1][C:2]1[C:3]([CH3:22])=[C:4]([S:8]([NH:11][CH2:12][C:13]2[CH:14]=[C:15]([CH:19]=[CH:20][CH:21]=2)[C:16]([OH:18])=O)(=[O:10])=[O:9])[CH:5]=[CH:6][CH:7]=1.S(Cl)(Cl)=O.[CH2:27]([NH:29][CH2:30][CH3:31])[CH3:28], predict the reaction product. (3) Given the reactants [N:1]1([C:6]2[N:11]=[C:10]3[CH2:12][CH2:13][CH:14]([C:15]([O:17]C)=[O:16])[C:9]3=[CH:8][CH:7]=2)[CH:5]=[N:4][N:3]=[N:2]1.[OH-].[Li+].Cl, predict the reaction product. The product is: [N:1]1([C:6]2[N:11]=[C:10]3[CH2:12][CH2:13][CH:14]([C:15]([OH:17])=[O:16])[C:9]3=[CH:8][CH:7]=2)[CH:5]=[N:4][N:3]=[N:2]1. (4) Given the reactants [NH2:1][C:2]1[C:7]([CH2:8][OH:9])=[CH:6][N:5]=[C:4]([S:10][CH3:11])[N:3]=1.[C:12]1(C)C=CC=CC=1, predict the reaction product. The product is: [NH2:1][C:2]1[C:7]([C:8](=[O:9])[CH3:12])=[CH:6][N:5]=[C:4]([S:10][CH3:11])[N:3]=1. (5) The product is: [C:1]1(=[C:6]2[CH2:10][CH2:9][C:8](=[C:12]3[CH2:16][CH2:15][CH2:14][CH2:13]3)[C:7]2=[O:11])[CH2:2][CH2:3][CH2:4][CH2:5]1. Given the reactants [C:1]1(=[C:6]2[CH2:10][CH2:9][CH2:8][C:7]2=[O:11])[CH2:5][CH2:4][CH2:3][CH2:2]1.[C:12]1(=O)[CH2:16][CH2:15][CH2:14][CH2:13]1.C[O-].[Na+], predict the reaction product. (6) Given the reactants [OH-:1].[K+].[NH2:3]O.Cl.[CH3:6][N:7]1[CH:11]=[CH:10][C:9]([N:12]([CH2:19][C:20]2[CH:28]=[CH:27][C:23]([C:24]([O-])=[O:25])=[CH:22][CH:21]=2)[C:13]2[CH:18]=[CH:17][CH:16]=[CH:15][N:14]=2)=[N:8]1, predict the reaction product. The product is: [NH2:3][OH:1].[OH:1][NH:3][C:24](=[O:25])[C:23]1[CH:27]=[CH:28][C:20]([CH2:19][N:12]([C:9]2[CH:10]=[CH:11][N:7]([CH3:6])[N:8]=2)[C:13]2[CH:18]=[CH:17][CH:16]=[CH:15][N:14]=2)=[CH:21][CH:22]=1. (7) Given the reactants [CH:1]12[CH2:7][CH:6]1[CH2:5][CH:4]([C:8]([NH:10][C:11]1([C:14]3[CH:23]=[CH:22][C:17]([C:18]([O:20][CH3:21])=[O:19])=[CH:16][CH:15]=3)[CH2:13][CH2:12]1)=[O:9])[NH:3][CH2:2]2.[F:24][C:25]([F:35])([F:34])[C:26]1[CH:27]=[C:28]([CH:31]=[CH:32][CH:33]=1)[CH2:29]Br.C([O-])([O-])=O.[Cs+].[Cs+], predict the reaction product. The product is: [F:24][C:25]([F:34])([F:35])[C:26]1[CH:27]=[C:28]([CH:31]=[CH:32][CH:33]=1)[CH2:29][N:3]1[CH:4]([C:8]([NH:10][C:11]2([C:14]3[CH:15]=[CH:16][C:17]([C:18]([O:20][CH3:21])=[O:19])=[CH:22][CH:23]=3)[CH2:12][CH2:13]2)=[O:9])[CH2:5][CH:6]2[CH:1]([CH2:7]2)[CH2:2]1. (8) Given the reactants Cl[CH2:2][C:3]([NH:5][CH2:6][C@H:7]([OH:10])[CH2:8][OH:9])=[O:4].CC(C)([O-])C.[K+].CO.O, predict the reaction product. The product is: [OH:9][CH2:8][C@@H:7]1[CH2:6][NH:5][C:3](=[O:4])[CH2:2][O:10]1.